Dataset: Catalyst prediction with 721,799 reactions and 888 catalyst types from USPTO. Task: Predict which catalyst facilitates the given reaction. Reactant: C(O[C@H](CCCCCCCCCC(C)C)CC(O)=O)C1C=CC=CC=1.[CH2:26]([O:33][C@H:34]([CH2:49][CH2:50][CH2:51][CH2:52][CH2:53][CH2:54][CH2:55][CH2:56][CH2:57][CH2:58][CH2:59][CH:60]([CH3:62])[CH3:61])[CH2:35][C:36]([O:38]CC(C1C=CC(Br)=CC=1)=O)=[O:37])[C:27]1[CH:32]=[CH:31][CH:30]=[CH:29][CH:28]=1. Product: [CH2:26]([O:33][C@H:34]([CH2:49][CH2:50][CH2:51][CH2:52][CH2:53][CH2:54][CH2:55][CH2:56][CH2:57][CH2:58][CH2:59][CH:60]([CH3:62])[CH3:61])[CH2:35][C:36]([OH:38])=[O:37])[C:27]1[CH:32]=[CH:31][CH:30]=[CH:29][CH:28]=1. The catalyst class is: 401.